Dataset: Reaction yield outcomes from USPTO patents with 853,638 reactions. Task: Predict the reaction yield, written as a fraction of the theoretical maximum amount of product (1.0 means a 100% yield; for example, 0.34 means a 34% yield). (1) The reactants are [CH2:1]([S:8][C:9]1[N:10]=[C:11](Cl)[C:12]2[S:17][C:16]([NH2:18])=[N:15][C:13]=2[N:14]=1)[C:2]1[CH:7]=[CH:6][CH:5]=[CH:4][CH:3]=1.CCN(C(C)C)C(C)C.[NH2:29][C@H:30]([CH2:33][CH2:34][CH3:35])[CH2:31][OH:32].O. The catalyst is CN1C(=O)CCC1. The product is [NH2:18][C:16]1[S:17][C:12]2[C:11]([NH:29][C@H:30]([CH2:33][CH2:34][CH3:35])[CH2:31][OH:32])=[N:10][C:9]([S:8][CH2:1][C:2]3[CH:7]=[CH:6][CH:5]=[CH:4][CH:3]=3)=[N:14][C:13]=2[N:15]=1. The yield is 0.970. (2) The reactants are C[O:2][C:3]([C:5]1[CH:10]=[CH:9][C:8](=[O:11])[NH:7][C:6]=1[NH:12][C:13]1[CH:18]=[CH:17][C:16]([Br:19])=[CH:15][C:14]=1[F:20])=[O:4].COC(=O)C1C=CC(OC)=NC=1NC1C=CC(Br)=CC=1F.C(O)(=O)C.Br. The catalyst is CCOC(C)=O. The product is [Br:19][C:16]1[CH:17]=[CH:18][C:13]([NH:12][C:6]2[NH:7][C:8](=[O:11])[CH:9]=[CH:10][C:5]=2[C:3]([OH:4])=[O:2])=[C:14]([F:20])[CH:15]=1. The yield is 0.790.